This data is from Catalyst prediction with 721,799 reactions and 888 catalyst types from USPTO. The task is: Predict which catalyst facilitates the given reaction. (1) Reactant: [CH3:1][N:2]([S:11]([CH3:14])(=[O:13])=[O:12])[C:3]1[O:4][CH:5]=[C:6]([C:8]([OH:10])=O)[N:7]=1.[NH2:15][C@@H:16]([CH2:30][C:31]1[CH:36]=[C:35]([F:37])[CH:34]=[C:33]([F:38])[CH:32]=1)[C@H:17]([OH:29])[CH2:18][NH:19][CH2:20][C:21]1[CH:26]=[CH:25][CH:24]=[C:23]([CH2:27][CH3:28])[CH:22]=1.CN(C(ON1N=NC2C=CC=NC1=2)=[N+](C)C)C.F[P-](F)(F)(F)(F)F. Product: [F:37][C:35]1[CH:36]=[C:31]([CH:32]=[C:33]([F:38])[CH:34]=1)[CH2:30][C@H:16]([NH:15][C:8]([C:6]1[N:7]=[C:3]([N:2]([CH3:1])[S:11]([CH3:14])(=[O:13])=[O:12])[O:4][CH:5]=1)=[O:10])[C@H:17]([OH:29])[CH2:18][NH:19][CH2:20][C:21]1[CH:26]=[CH:25][CH:24]=[C:23]([CH2:27][CH3:28])[CH:22]=1. The catalyst class is: 9. (2) Reactant: [Cl:1][C:2]1[CH:7]=[CH:6][C:5]([NH:8][C:9]2[C:10](=O)[C:11](=[O:16])[C:12]=2[O:13]CC)=[C:4]([OH:18])[C:3]=1[S:19]([CH3:22])(=[O:21])=[O:20].[S:23]1[CH2:27][CH2:26][CH:25]([NH2:28])[CH2:24]1. Product: [Cl:1][C:2]1[CH:7]=[CH:6][C:5]([NH:8][C:9]2[C:12](=[O:13])[C:11](=[O:16])[C:10]=2[NH:28][CH:25]2[CH2:26][CH2:27][S:23][CH2:24]2)=[C:4]([OH:18])[C:3]=1[S:19]([CH3:22])(=[O:20])=[O:21]. The catalyst class is: 14. (3) Reactant: [CH3:1][O:2][C:3]1[CH:8]=[CH:7][C:6]([C:9]2[C:17]3[C:16]([O:18][CH:19]4[CH2:24][CH2:23][CH2:22][NH:21][CH2:20]4)=[N:15][CH:14]=[N:13][C:12]=3[O:11][C:10]=2[C:25]2[CH:30]=[CH:29][CH:28]=[CH:27][CH:26]=2)=[CH:5][CH:4]=1.C(N(CC)CC)C.[CH3:38][O:39][C:40](=[O:44])[CH2:41][CH2:42]Br. Product: [CH3:38][O:39][C:40](=[O:44])[CH2:41][CH2:42][N:21]1[CH2:22][CH2:23][CH2:24][CH:19]([O:18][C:16]2[C:17]3[C:9]([C:6]4[CH:5]=[CH:4][C:3]([O:2][CH3:1])=[CH:8][CH:7]=4)=[C:10]([C:25]4[CH:30]=[CH:29][CH:28]=[CH:27][CH:26]=4)[O:11][C:12]=3[N:13]=[CH:14][N:15]=2)[CH2:20]1. The catalyst class is: 266. (4) Reactant: [OH:1][C:2]1[C:6]2[CH:7]=[N:8][CH:9]=[CH:10][C:5]=2[O:4][C:3]=1[C:11]([O:13][CH2:14][CH3:15])=[O:12].[F:16][C:17]([F:36])([F:35])[S:18](N([S:18]([C:17]([F:36])([F:35])[F:16])(=[O:20])=[O:19])C1C=CC=CC=1)(=[O:20])=[O:19].C(N(CC)C(C)C)(C)C. Product: [F:16][C:17]([F:36])([F:35])[S:18]([O:1][C:2]1[C:6]2[CH:7]=[N:8][CH:9]=[CH:10][C:5]=2[O:4][C:3]=1[C:11]([O:13][CH2:14][CH3:15])=[O:12])(=[O:20])=[O:19]. The catalyst class is: 216.